Dataset: NCI-60 drug combinations with 297,098 pairs across 59 cell lines. Task: Regression. Given two drug SMILES strings and cell line genomic features, predict the synergy score measuring deviation from expected non-interaction effect. (1) Cell line: 786-0. Drug 1: C1CNP(=O)(OC1)N(CCCl)CCCl. Synergy scores: CSS=31.5, Synergy_ZIP=-1.70, Synergy_Bliss=-5.32, Synergy_Loewe=-51.7, Synergy_HSA=-8.92. Drug 2: CC1CCCC2(C(O2)CC(NC(=O)CC(C(C(=O)C(C1O)C)(C)C)O)C(=CC3=CSC(=N3)C)C)C. (2) Drug 1: C1CC(C1)(C(=O)O)C(=O)O.[NH2-].[NH2-].[Pt+2]. Drug 2: C(CCl)NC(=O)N(CCCl)N=O. Cell line: IGROV1. Synergy scores: CSS=17.4, Synergy_ZIP=-5.36, Synergy_Bliss=-0.461, Synergy_Loewe=-1.15, Synergy_HSA=-0.0605. (3) Drug 1: CNC(=O)C1=NC=CC(=C1)OC2=CC=C(C=C2)NC(=O)NC3=CC(=C(C=C3)Cl)C(F)(F)F. Drug 2: B(C(CC(C)C)NC(=O)C(CC1=CC=CC=C1)NC(=O)C2=NC=CN=C2)(O)O. Cell line: SF-539. Synergy scores: CSS=15.5, Synergy_ZIP=-0.370, Synergy_Bliss=6.62, Synergy_Loewe=3.57, Synergy_HSA=4.54. (4) Synergy scores: CSS=6.28, Synergy_ZIP=-5.47, Synergy_Bliss=0.605, Synergy_Loewe=-5.73, Synergy_HSA=-1.95. Drug 2: CC1=C(C=C(C=C1)NC(=O)C2=CC=C(C=C2)CN3CCN(CC3)C)NC4=NC=CC(=N4)C5=CN=CC=C5. Cell line: A498. Drug 1: C1=C(C(=O)NC(=O)N1)N(CCCl)CCCl.